This data is from Catalyst prediction with 721,799 reactions and 888 catalyst types from USPTO. The task is: Predict which catalyst facilitates the given reaction. (1) Reactant: Cl.[F:2][C:3]1[CH:30]=[CH:29][C:6]([CH2:7][NH:8][C:9]([C:11]2[CH:16]=[C:15]([C:17]3[CH2:21][CH:20]([CH:22]4[CH2:27][CH2:26][NH:25][CH2:24][CH2:23]4)[O:19][N:18]=3)[N:14]=[C:13]([CH3:28])[N:12]=2)=[O:10])=[CH:5][C:4]=1[O:31][CH3:32].F[C:34](C1C(F)=C(F)C(F)=C(F)C=1F)([S:38]([C:41](F)(F)F)(=[O:40])=[O:39])[C:35]([O-])=[O:36]. Product: [F:2][C:3]1[CH:30]=[CH:29][C:6]([CH2:7][NH:8][C:9]([C:11]2[CH:16]=[C:15]([C:17]3[CH2:21][CH:20]([CH:22]4[CH2:23][CH2:24][N:25]([C:35](=[O:36])[CH2:34][S:38]([CH3:41])(=[O:40])=[O:39])[CH2:26][CH2:27]4)[O:19][N:18]=3)[N:14]=[C:13]([CH3:28])[N:12]=2)=[O:10])=[CH:5][C:4]=1[O:31][CH3:32]. The catalyst class is: 2. (2) Reactant: [NH2:1][C:2]1[CH:3]=[CH:4][C:5]([CH3:8])=[N:6][CH:7]=1.[N:9]([O-])=O.[Na+].O.O.[Sn](Cl)Cl.[OH-].[K+]. Product: [NH:1]([C:2]1[CH:3]=[CH:4][C:5]([CH3:8])=[N:6][CH:7]=1)[NH2:9]. The catalyst class is: 126. (3) Reactant: [CH:1]1([CH:6]=[CH:7][C:8]#[N:9])[CH2:5][CH2:4][CH2:3][CH2:2]1.C1CCN2C(=NCCC2)CC1.[NH:21]1[CH:25]=[C:24]([C:26]2[C:27]3[CH:34]=[CH:33][N:32]([CH2:35][O:36][CH2:37][CH2:38][Si:39]([CH3:42])([CH3:41])[CH3:40])[C:28]=3[N:29]=[CH:30][N:31]=2)[CH:23]=[N:22]1. Product: [CH:1]1([CH:6]([N:21]2[CH:25]=[C:24]([C:26]3[C:27]4[CH:34]=[CH:33][N:32]([CH2:35][O:36][CH2:37][CH2:38][Si:39]([CH3:42])([CH3:41])[CH3:40])[C:28]=4[N:29]=[CH:30][N:31]=3)[CH:23]=[N:22]2)[CH2:7][C:8]#[N:9])[CH2:5][CH2:4][CH2:3][CH2:2]1. The catalyst class is: 245. (4) Product: [C:19]([CH2:22][CH2:23][CH2:24][CH2:25][CH2:26][N+:27]1[C:36]2[C:31](=[CH:32][C:33]([S:37]([OH:40])(=[O:39])=[O:38])=[CH:34][CH:35]=2)[C:30](/[CH:41]=[CH:15]/[C:9]2[C:10](=[O:14])[O:11][C:12]3[C:7]([CH:8]=2)=[CH:6][CH:5]=[C:4]([N:3]([CH2:17][CH3:18])[CH2:1][CH3:2])[CH:13]=3)=[CH:29][CH:28]=1)([OH:21])=[O:20].[CH3:42][N+:43]([CH2:46][C:47]([OH:49])=[O:48])([CH3:45])[CH3:44]. The catalyst class is: 24. Reactant: [CH2:1]([N:3]([CH2:17][CH3:18])[C:4]1[CH:13]=[C:12]2[C:7]([CH:8]=[C:9]([CH:15]=O)[C:10](=[O:14])[O:11]2)=[CH:6][CH:5]=1)[CH3:2].[C:19]([CH2:22][CH2:23][CH2:24][CH2:25][CH2:26][N+:27]1[C:36]2[C:31](=[CH:32][C:33]([S:37]([O-:40])(=[O:39])=[O:38])=[CH:34][CH:35]=2)[C:30]([CH3:41])=[CH:29][CH:28]=1)([OH:21])=[O:20].[CH3:42][N+:43]([CH2:46][C:47]([OH:49])=[O:48])([CH3:45])[CH3:44]. (5) Reactant: [NH2:1][C:2]1[N:7]=[C:6]([N:8]2[CH2:13][CH2:12][CH2:11][C@H:10]([C:14]([OH:16])=O)[CH2:9]2)[CH:5]=[C:4]([C:17]2[CH:22]=[CH:21][C:20]([C:23]#[N:24])=[C:19]([F:25])[CH:18]=2)[N:3]=1.C(Cl)CCl.C1C=CC2N(O)N=NC=2C=1.[F:40][C:41]1[CH:42]=[C:43]([CH:45]=[CH:46][C:47]=1[F:48])[NH2:44]. Product: [NH2:1][C:2]1[N:7]=[C:6]([N:8]2[CH2:13][CH2:12][CH2:11][C@H:10]([C:14]([NH:44][C:43]3[CH:45]=[CH:46][C:47]([F:48])=[C:41]([F:40])[CH:42]=3)=[O:16])[CH2:9]2)[CH:5]=[C:4]([C:17]2[CH:22]=[CH:21][C:20]([C:23]#[N:24])=[C:19]([F:25])[CH:18]=2)[N:3]=1. The catalyst class is: 31. (6) The catalyst class is: 5. Reactant: [C:1]([C:4]1[CH:13]=[CH:12][C:7]2[S:8][C:9]([CH3:11])=[CH:10][C:6]=2[CH:5]=1)([OH:3])=[O:2].S(=O)(=O)(O)O.[C:19](=O)([O-])O.[Na+]. Product: [CH3:19][O:2][C:1]([C:4]1[CH:13]=[CH:12][C:7]2[S:8][C:9]([CH3:11])=[CH:10][C:6]=2[CH:5]=1)=[O:3].